From a dataset of Reaction yield outcomes from USPTO patents with 853,638 reactions. Predict the reaction yield, written as a fraction of the theoretical maximum amount of product (1.0 means a 100% yield; for example, 0.34 means a 34% yield). (1) The reactants are Br[CH2:2][C:3](=[O:17])[C@@H:4]([NH:6][C:7](=[O:16])[O:8][CH2:9][C:10]1[CH:15]=[CH:14][CH:13]=[CH:12][CH:11]=1)[CH3:5].[F:18][C:19]1[CH:24]=[C:23]([F:25])[CH:22]=[CH:21][C:20]=1[OH:26].[F-].[K+]. The catalyst is CN(C=O)C.ClCCl.O. The product is [F:18][C:19]1[CH:24]=[C:23]([F:25])[CH:22]=[CH:21][C:20]=1[O:26][CH2:2][C:3](=[O:17])[C@@H:4]([NH:6][C:7](=[O:16])[O:8][CH2:9][C:10]1[CH:15]=[CH:14][CH:13]=[CH:12][CH:11]=1)[CH3:5]. The yield is 0.940. (2) The reactants are [CH3:1][N:2]([CH3:13])[CH2:3][CH2:4][O:5][C:6]1[CH:12]=[CH:11][CH:10]=[CH:9][C:7]=1[NH2:8].[C:14]([N:22]=[C:23]=[S:24])(=[O:21])[C:15]1[CH:20]=[CH:19][CH:18]=[CH:17][CH:16]=1. No catalyst specified. The product is [CH3:1][N:2]([CH3:13])[CH2:3][CH2:4][O:5][C:6]1[CH:12]=[CH:11][CH:10]=[CH:9][C:7]=1[NH:8][C:23]([NH:22][C:14](=[O:21])[C:15]1[CH:16]=[CH:17][CH:18]=[CH:19][CH:20]=1)=[S:24]. The yield is 0.350.